From a dataset of Catalyst prediction with 721,799 reactions and 888 catalyst types from USPTO. Predict which catalyst facilitates the given reaction. (1) Reactant: [CH3:1][S:2](Cl)(=[O:4])=[O:3].[C:6]([C:10]1[CH:11]=[CH:12][C:13]([CH3:39])=[C:14]([CH:38]=1)[O:15][C:16]1[S:17][CH:18]=[C:19]([C:21]([NH:23][C:24]2[C:25]([O:36][CH3:37])=[N:26][C:27]([NH:32][CH2:33][CH2:34][OH:35])=[N:28][C:29]=2[O:30][CH3:31])=[O:22])[N:20]=1)([CH3:9])([CH3:8])[CH3:7].C(N(CC)CC)C. Product: [CH3:1][S:2]([O:35][CH2:34][CH2:33][NH:32][C:27]1[N:26]=[C:25]([O:36][CH3:37])[C:24]([NH:23][C:21]([C:19]2[N:20]=[C:16]([O:15][C:14]3[CH:38]=[C:10]([C:6]([CH3:9])([CH3:8])[CH3:7])[CH:11]=[CH:12][C:13]=3[CH3:39])[S:17][CH:18]=2)=[O:22])=[C:29]([O:30][CH3:31])[N:28]=1)(=[O:4])=[O:3]. The catalyst class is: 2. (2) Reactant: [CH2:1]([S:4](Cl)(=[O:6])=[O:5])[CH2:2][CH3:3].[Cl:8][C:9]1[CH:14]=[C:13]([Cl:15])[CH:12]=[CH:11][C:10]=1[N:16]1[C:20]([C:21]2[CH:26]=[CH:25][C:24]([OH:27])=[CH:23][CH:22]=2)=[C:19]([CH3:28])[C:18]([C:29]([NH:31][C:32]2([C:37]([O:39][CH3:40])=[O:38])[CH2:36][CH2:35][CH2:34][CH2:33]2)=[O:30])=[N:17]1.O. Product: [Cl:8][C:9]1[CH:14]=[C:13]([Cl:15])[CH:12]=[CH:11][C:10]=1[N:16]1[C:20]([C:21]2[CH:22]=[CH:23][C:24]([O:27][S:4]([CH2:1][CH2:2][CH3:3])(=[O:6])=[O:5])=[CH:25][CH:26]=2)=[C:19]([CH3:28])[C:18]([C:29]([NH:31][C:32]2([C:37]([O:39][CH3:40])=[O:38])[CH2:36][CH2:35][CH2:34][CH2:33]2)=[O:30])=[N:17]1. The catalyst class is: 2. (3) Reactant: [CH2:1]([C:4]1[S:5][C:6]2[C:15]3[CH:14]=[CH:13][C:12]([O:16][CH2:17][CH2:18][CH2:19][NH:20][C:21](=[O:27])[O:22][C:23]([CH3:26])([CH3:25])[CH3:24])=[CH:11][C:10]=3[N:9]=[CH:8][C:7]=2[N:28]=1)[CH2:2][CH3:3].C1C=C(Cl)C=C(C(OO)=[O:37])C=1. Product: [O-:37][N+:9]1[C:10]2[CH:11]=[C:12]([O:16][CH2:17][CH2:18][CH2:19][NH:20][C:21](=[O:27])[O:22][C:23]([CH3:26])([CH3:25])[CH3:24])[CH:13]=[CH:14][C:15]=2[C:6]2[S:5][C:4]([CH2:1][CH2:2][CH3:3])=[N:28][C:7]=2[CH:8]=1. The catalyst class is: 4.